The task is: Predict the reactants needed to synthesize the given product.. This data is from Full USPTO retrosynthesis dataset with 1.9M reactions from patents (1976-2016). Given the product [CH2:1]([O:3][C:4]1[C:12]2[CH2:11][N:10]([C:13]3[C:18]([F:19])=[CH:17][C:16]([CH2:20][C:21]([OH:23])=[O:22])=[CH:15][C:14]=3[F:26])[C:9](=[O:27])[C:8]=2[C:7]([O:28][CH2:29][CH3:30])=[C:6]2[CH:31]=[CH:32][CH:33]=[CH:34][C:5]=12)[CH3:2], predict the reactants needed to synthesize it. The reactants are: [CH2:1]([O:3][C:4]1[C:12]2[CH2:11][N:10]([C:13]3[C:18]([F:19])=[CH:17][C:16]([CH2:20][C:21]([O:23]CC)=[O:22])=[CH:15][C:14]=3[F:26])[C:9](=[O:27])[C:8]=2[C:7]([O:28][CH2:29][CH3:30])=[C:6]2[CH:31]=[CH:32][CH:33]=[CH:34][C:5]=12)[CH3:2].C(O)(=O)C.Cl.